From a dataset of CYP2D6 inhibition data for predicting drug metabolism from PubChem BioAssay. Regression/Classification. Given a drug SMILES string, predict its absorption, distribution, metabolism, or excretion properties. Task type varies by dataset: regression for continuous measurements (e.g., permeability, clearance, half-life) or binary classification for categorical outcomes (e.g., BBB penetration, CYP inhibition). Dataset: cyp2d6_veith. (1) The result is 1 (inhibitor). The molecule is O=C(c1cnccn1)N1CCC2(CC1)CCN(C(c1ccccc1)c1ccccc1)CC2. (2) The compound is C[n+]1ccccc1/C=N\O. The result is 0 (non-inhibitor). (3) The molecule is Cc1cc(C)cc(NC(=S)NC2CC3CCC(C2)N3Cc2ccco2)c1. The result is 1 (inhibitor).